Predict which catalyst facilitates the given reaction. From a dataset of Catalyst prediction with 721,799 reactions and 888 catalyst types from USPTO. (1) Reactant: [CH:1]1([C:4]2[CH:5]=[N:6][C:7]([NH:13][C:14]3[CH:15]=[C:16]4[C:20](=[CH:21][CH:22]=3)[N:19]([C:23]3[CH:28]=[CH:27][CH:26]=[CH:25][CH:24]=3)[CH:18]=[CH:17]4)=[C:8]([CH:12]=2)[C:9](O)=[O:10])[CH2:3][CH2:2]1.C(N1C=CN=C1)(N1C=CN=C1)=O.[CH3:41][S:42]([NH2:45])(=[O:44])=[O:43].N12CCCN=C1CCCCC2.Cl. Product: [CH:1]1([C:4]2[CH:5]=[N:6][C:7]([NH:13][C:14]3[CH:15]=[C:16]4[C:20](=[CH:21][CH:22]=3)[N:19]([C:23]3[CH:28]=[CH:27][CH:26]=[CH:25][CH:24]=3)[CH:18]=[CH:17]4)=[C:8]([CH:12]=2)[C:9]([NH:45][S:42]([CH3:41])(=[O:44])=[O:43])=[O:10])[CH2:2][CH2:3]1. The catalyst class is: 253. (2) Reactant: [Cl:1][C:2]1[N:3]=[C:4]([N:13]2[CH2:18][CH2:17][O:16][CH2:15][CH2:14]2)[C:5]2[S:10][C:9]([CH:11]=O)=[CH:8][C:6]=2[N:7]=1.[CH3:19][S:20]([N:23]1[CH2:28][CH2:27][NH:26][CH2:25][CH2:24]1)(=[O:22])=[O:21].COC(OC)OC.C(O[BH-](OC(=O)C)OC(=O)C)(=O)C.[Na+]. Product: [Cl:1][C:2]1[N:3]=[C:4]([N:13]2[CH2:18][CH2:17][O:16][CH2:15][CH2:14]2)[C:5]2[S:10][C:9]([CH2:11][N:26]3[CH2:27][CH2:28][N:23]([S:20]([CH3:19])(=[O:22])=[O:21])[CH2:24][CH2:25]3)=[CH:8][C:6]=2[N:7]=1. The catalyst class is: 26. (3) Reactant: [F:1][C:2]([F:30])([F:29])[C:3]1[CH:4]=[C:5]([NH:9][C:10]([C:13]2[C:18]([NH:19]CC3C=CC(OC)=CC=3)=[N:17][CH:16]=[CH:15][N:14]=2)=[N:11][OH:12])[CH:6]=[CH:7][CH:8]=1. Product: [NH2:19][C:18]1[C:13]([C:10](=[N:11][OH:12])[NH:9][C:5]2[CH:6]=[CH:7][CH:8]=[C:3]([C:2]([F:1])([F:30])[F:29])[CH:4]=2)=[N:14][CH:15]=[CH:16][N:17]=1. The catalyst class is: 55.